Dataset: Forward reaction prediction with 1.9M reactions from USPTO patents (1976-2016). Task: Predict the product of the given reaction. (1) Given the reactants [N+:1]([C:4]1[CH:9]=C[C:7]([C:10]2[CH:11]=[C:12]([CH:16]=[CH:17][CH:18]=2)C(O)=O)=[CH:6][CH:5]=1)([O-:3])=[O:2].[C:19](Cl)(=[O:23])C(Cl)=O.C([N:27](CC)CC)C.[CH3:32][OH:33], predict the reaction product. The product is: [N+:1]([C:4]1[CH:5]=[CH:6][C:7]([C:10]2[CH:18]=[C:17]([CH:16]=[CH:12][CH:11]=2)[C:32]([O:23][CH3:19])=[O:33])=[N:27][CH:9]=1)([O-:3])=[O:2]. (2) Given the reactants Br[C:2]1[CH:3]=[C:4]([CH:11]=[C:12]([F:15])[C:13]=1[CH3:14])[C:5]([NH:7][CH:8]1[CH2:10][CH2:9]1)=[O:6].[CH:16]1([CH2:19][NH:20][C:21](=[O:37])[C:22]2[CH:27]=[CH:26][C:25](B3OC(C)(C)C(C)(C)O3)=[CH:24][CH:23]=2)[CH2:18][CH2:17]1.C(=O)([O-])[O-].[Na+].[Na+], predict the reaction product. The product is: [CH:8]1([NH:7][C:5]([C:4]2[CH:3]=[C:2]([C:25]3[CH:26]=[CH:27][C:22]([C:21]([NH:20][CH2:19][CH:16]4[CH2:18][CH2:17]4)=[O:37])=[CH:23][CH:24]=3)[C:13]([CH3:14])=[C:12]([F:15])[CH:11]=2)=[O:6])[CH2:10][CH2:9]1. (3) Given the reactants CN1C(=O)CC(=O)N(C)C1=O.C([O:15][C:16]1[CH:21]=[CH:20][C:19]([CH2:22][S:23]([CH2:25][CH2:26][N:27]2[CH:31]=[CH:30][N:29]=[N:28]2)=[O:24])=[CH:18][CH:17]=1)C=C, predict the reaction product. The product is: [N:27]1([CH2:26][CH2:25][S:23]([CH2:22][C:19]2[CH:18]=[CH:17][C:16]([OH:15])=[CH:21][CH:20]=2)=[O:24])[CH:31]=[CH:30][N:29]=[N:28]1.